Dataset: Forward reaction prediction with 1.9M reactions from USPTO patents (1976-2016). Task: Predict the product of the given reaction. (1) Given the reactants CS(O)(=O)=O.[OH:6][C:7]1[CH:8]=[C:9]2[C:14](=[CH:15][CH:16]=1)[C:13](=[O:17])[C:12]([CH2:23][C:24]([OH:26])=[O:25])([CH2:18][C:19]([F:22])([F:21])[F:20])[CH2:11][CH2:10]2.[CH2:27](O)[CH3:28], predict the reaction product. The product is: [OH:6][C:7]1[CH:8]=[C:9]2[C:14](=[CH:15][CH:16]=1)[C:13](=[O:17])[C:12]([CH2:23][C:24]([O:26][CH2:27][CH3:28])=[O:25])([CH2:18][C:19]([F:20])([F:21])[F:22])[CH2:11][CH2:10]2. (2) The product is: [C:1]([O:6][CH2:9][CH:8]([OH:10])[CH2:7][O:11][CH2:12][C:13]1[O:17][CH:16]=[CH:15][CH:14]=1)(=[O:5])[C:2]([CH3:4])=[CH2:3]. Given the reactants [C:1]([OH:6])(=[O:5])[C:2]([CH3:4])=[CH2:3].[CH2:7]([O:11][CH2:12][C:13]1[O:17][CH:16]=[CH:15][CH:14]=1)[CH:8]1[O:10][CH2:9]1, predict the reaction product. (3) Given the reactants Cl.[F:2][C:3]1[CH:8]=[CH:7][C:6]([NH:9][C:10]2[CH:15]=[CH:14][N:13]=[C:12]([NH:16][C:17]3[CH:22]=[CH:21][C:20]([S:23]([N:26]([CH3:33])[CH:27]4[CH2:32][CH2:31][NH:30][CH2:29][CH2:28]4)(=[O:25])=[O:24])=[CH:19][CH:18]=3)[N:11]=2)=[CH:5][CH:4]=1.[F:34][C:35]1[CH:36]=[C:37]([CH:40]=[CH:41][CH:42]=1)[CH:38]=O, predict the reaction product. The product is: [F:34][C:35]1[CH:36]=[C:37]([CH:40]=[CH:41][CH:42]=1)[CH2:38][N:30]1[CH2:31][CH2:32][CH:27]([N:26]([CH3:33])[S:23]([C:20]2[CH:19]=[CH:18][C:17]([NH:16][C:12]3[N:11]=[C:10]([NH:9][C:6]4[CH:7]=[CH:8][C:3]([F:2])=[CH:4][CH:5]=4)[CH:15]=[CH:14][N:13]=3)=[CH:22][CH:21]=2)(=[O:24])=[O:25])[CH2:28][CH2:29]1.